Dataset: Full USPTO retrosynthesis dataset with 1.9M reactions from patents (1976-2016). Task: Predict the reactants needed to synthesize the given product. The reactants are: [CH3:1][NH:2][C@H:3]1[C:12]2[C:7](=[CH:8][CH:9]=[CH:10][CH:11]=2)[C@H:6]([OH:13])[CH2:5][CH2:4]1.C(N(CC)CC)C.[CH3:21][C:22]1[N:26]([CH2:27][C:28]([N:30]2[CH2:35][CH2:34][CH:33]([C:36]3[S:37][CH:38]=[C:39]([C:41](Cl)=[O:42])[N:40]=3)[CH2:32][CH2:31]2)=[O:29])[N:25]=[C:24]([C:44]([F:47])([F:46])[F:45])[CH:23]=1. Given the product [CH3:1][N:2]([C@H:3]1[C:12]2[C:7](=[CH:8][CH:9]=[CH:10][CH:11]=2)[C@H:6]([OH:13])[CH2:5][CH2:4]1)[C:41]([C:39]1[N:40]=[C:36]([CH:33]2[CH2:34][CH2:35][N:30]([C:28](=[O:29])[CH2:27][N:26]3[C:22]([CH3:21])=[CH:23][C:24]([C:44]([F:45])([F:47])[F:46])=[N:25]3)[CH2:31][CH2:32]2)[S:37][CH:38]=1)=[O:42], predict the reactants needed to synthesize it.